This data is from Reaction yield outcomes from USPTO patents with 853,638 reactions. The task is: Predict the reaction yield, written as a fraction of the theoretical maximum amount of product (1.0 means a 100% yield; for example, 0.34 means a 34% yield). (1) The reactants are [CH2:1]([O:3][C:4](=[O:13])[CH:5]=[C:6]1[CH2:10][C@H:9]([CH3:11])[C@H:8]([CH3:12])[CH2:7]1)[CH3:2].[N+:14]([CH3:17])([O-:16])=[O:15].[F-].C([N+](CCCC)(CCCC)CCCC)CCC. The catalyst is O1CCCC1.C(OCC)(=O)C. The product is [CH2:1]([O:3][C:4](=[O:13])[CH2:5][C:6]1([CH2:17][N+:14]([O-:16])=[O:15])[CH2:7][C@@H:8]([CH3:12])[C@H:9]([CH3:11])[CH2:10]1)[CH3:2]. The yield is 0.450. (2) The reactants are [CH2:1]([OH:4])[CH2:2][OH:3].C[Si]([N-][Si](C)(C)C)(C)C.[Na+].[Cl:15][C:16]1[N:21]=[C:20](S(C)(=O)=O)[CH:19]=[CH:18][N:17]=1. The catalyst is O1CCCC1. The product is [Cl:15][C:16]1[N:21]=[C:20]([O:3][CH2:2][CH2:1][OH:4])[CH:19]=[CH:18][N:17]=1. The yield is 0.610. (3) The reactants are [CH3:1][O:2][C:3]1[CH:28]=[C:27]([O:29][CH3:30])[CH:26]=[CH:25][C:4]=1[CH2:5][N:6]([C:19]1[CH:24]=[CH:23][N:22]=[CH:21][N:20]=1)[S:7]([C:10]1[CH:15]=[C:14]([F:16])[C:13](F)=[CH:12][C:11]=1[F:18])(=[O:9])=[O:8].[N:31]1([C@H:36]2[CH2:41][CH2:40][CH2:39][CH2:38][C@@H:37]2[OH:42])[CH:35]=[CH:34][N:33]=[CH:32]1.[H-].[Na+]. The catalyst is CN(C=O)C. The product is [CH3:1][O:2][C:3]1[CH:28]=[C:27]([O:29][CH3:30])[CH:26]=[CH:25][C:4]=1[CH2:5][N:6]([C:19]1[CH:24]=[CH:23][N:22]=[CH:21][N:20]=1)[S:7]([C:10]1[CH:15]=[C:14]([F:16])[C:13]([O:42][C@H:37]2[CH2:38][CH2:39][CH2:40][CH2:41][C@@H:36]2[N:31]2[CH:35]=[CH:34][N:33]=[CH:32]2)=[CH:12][C:11]=1[F:18])(=[O:8])=[O:9]. The yield is 0.910. (4) The reactants are [O:1]1[C:5]2[CH:6]=[CH:7][C:8]([C:10]3([C:13]([NH:15][C:16]4[CH:17]=[C:18]5[C:22](=[CH:23][C:24]=4[F:25])[NH:21][CH:20]([C:26]([CH3:29])([CH3:28])[CH3:27])[CH2:19]5)=[O:14])[CH2:12][CH2:11]3)=[CH:9][C:4]=2[O:3][CH2:2]1.[CH2:30]([O:37]CCC=O)[C:31]1C=CC=C[CH:32]=1.[BH-](OC(C)=O)(OC(C)=O)OC(C)=O.[Na+]. The catalyst is ClCCl. The product is [O:1]1[C:5]2[CH:6]=[CH:7][C:8]([C:10]3([C:13]([NH:15][C:16]4[CH:17]=[C:18]5[C:22](=[CH:23][C:24]=4[F:25])[N:21]([CH2:32][CH2:31][CH2:30][OH:37])[C:20]([C:26]([CH3:29])([CH3:28])[CH3:27])=[CH:19]5)=[O:14])[CH2:12][CH2:11]3)=[CH:9][C:4]=2[O:3][CH2:2]1. The yield is 0.0800. (5) The reactants are Cl[CH2:2][Si:3]([CH3:6])([CH3:5])[CH3:4].[Cl:7][SiH:8]([Cl:10])[Cl:9]. The catalyst is [Cl-].C([P+](C1C=CC=CC=1)(C1C=CC=CC=1)C1C=CC=CC=1)C1C=CC=CC=1. The product is [Cl:7][Si:8]([Cl:10])([Cl:9])[CH2:2][Si:3]([CH3:6])([CH3:5])[CH3:4]. The yield is 0.720. (6) The reactants are [CH:1]1([C:4]2[CH:8]=[C:7]([SH:9])[N:6]([CH3:10])[N:5]=2)[CH2:3][CH2:2]1.S(O[CH2:22][CH:23]1[CH2:28][CH2:27][N:26]([C:29]([O:31][C:32]([CH3:35])([CH3:34])[CH3:33])=[O:30])[CH2:25][CH2:24]1)(C1C=CC(C)=CC=1)(=O)=O.C([O-])([O-])=O.[Cs+].[Cs+]. The catalyst is CN(C=O)C. The product is [CH:1]1([C:4]2[CH:8]=[C:7]([S:9][CH2:22][CH:23]3[CH2:28][CH2:27][N:26]([C:29]([O:31][C:32]([CH3:33])([CH3:35])[CH3:34])=[O:30])[CH2:25][CH2:24]3)[N:6]([CH3:10])[N:5]=2)[CH2:3][CH2:2]1. The yield is 0.600. (7) The reactants are [F:1][C:2]1[CH:3]=[C:4]([C:10]2[CH:11]=[C:12]([C:17]([O:19][CH3:20])=[O:18])[C:13](=[O:16])[NH:14][N:15]=2)[CH:5]=[CH:6][C:7]=1[O:8][CH3:9].S([O-])(=O)(=O)C.[F:26][C:27]1[CH:32]=[CH:31][C:30]([CH2:33][CH2:34][CH2:35]O)=[CH:29][CH:28]=1. No catalyst specified. The product is [F:1][C:2]1[CH:3]=[C:4]([C:10]2[CH:11]=[C:12]([C:17]([O:19][CH3:20])=[O:18])[C:13](=[O:16])[N:14]([CH2:35][CH2:34][CH2:33][C:30]3[CH:31]=[CH:32][C:27]([F:26])=[CH:28][CH:29]=3)[N:15]=2)[CH:5]=[CH:6][C:7]=1[O:8][CH3:9]. The yield is 0.901. (8) The reactants are [CH3:1][O:2][C:3]1[CH:8]=[CH:7][C:6]([NH:9][CH:10]([C:14]2[CH:18]=[CH:17][S:16][CH:15]=2)[C:11]([OH:13])=[O:12])=[CH:5][CH:4]=1.[N:19]12[CH2:26][CH2:25][CH:22]([CH2:23][CH2:24]1)[C@@H:21](O)[CH2:20]2.C1CCC(N=C=NC2CCCCC2)CC1.C1C=CC2N(O)N=NC=2C=1. The catalyst is C1COCC1. The product is [CH3:1][O:2][C:3]1[CH:4]=[CH:5][C:6]([NH:9][CH:10]([C:14]2[CH:18]=[CH:17][S:16][CH:15]=2)[C:11]([O:13][C@@H:21]2[CH:22]3[CH2:25][CH2:26][N:19]([CH2:24][CH2:23]3)[CH2:20]2)=[O:12])=[CH:7][CH:8]=1. The yield is 0.0500. (9) The reactants are [CH3:1][O:2][C@H:3]1[CH2:8][CH2:7][C@H:6]2[C@H:9]3[C@H:19]([CH2:20][CH2:21][C@:4]12[CH3:5])[C@:17]1([CH3:18])[CH:12]([CH2:13][C@@H:14]2[O:22][C@@H:15]2[CH2:16]1)[CH2:11][CH2:10]3.O.[NH:24]1[CH2:29][CH2:28][NH:27][CH2:26][CH2:25]1. The catalyst is ClCCl. The product is [CH3:1][O:2][C@H:3]1[CH2:8][CH2:7][C@H:6]2[C@H:9]3[C@H:19]([CH2:20][CH2:21][C@:4]12[CH3:5])[C@:17]1([CH3:18])[CH:12]([CH2:13][C@H:14]([OH:22])[C@@H:15]([N:24]2[CH2:29][CH2:28][NH:27][CH2:26][CH2:25]2)[CH2:16]1)[CH2:11][CH2:10]3. The yield is 0.700.